From a dataset of Experimentally validated miRNA-target interactions with 360,000+ pairs, plus equal number of negative samples. Binary Classification. Given a miRNA mature sequence and a target amino acid sequence, predict their likelihood of interaction. The miRNA is hsa-miR-758-5p with sequence GAUGGUUGACCAGAGAGCACAC. The protein sequence of the target gene is MESGFTSKDTYLSHFNPRDYLEKYYKFGSRHSAESQILKHLLKNLFKIFCLDGVKGDLLIDIGSGPTIYQLLSACESFKEIVVTDYSDQNLQELEKWLKKEPEAFDWSPVVTYVCDLEGNRVKGPEKEEKLRQAVKQVLKCDVTQSQPLGAVPLPPADCVLSTLCLDAACPDLPTYCRALRNLGSLLKPGGFLVIMDALKSSYYMIGEQKFSSLPLGREAVEAAVKEAGYTIEWFEVISQSYSSTMANNEGLFSLVARKLSRPL. Result: 0 (no interaction).